Dataset: Reaction yield outcomes from USPTO patents with 853,638 reactions. Task: Predict the reaction yield, written as a fraction of the theoretical maximum amount of product (1.0 means a 100% yield; for example, 0.34 means a 34% yield). (1) The reactants are [CH2:1]([C:3]1[C:8](=[O:9])[NH:7][C:6]([CH3:10])=[C:5]([C:11]2[S:15][C:14]([S:16](Cl)(=[O:18])=[O:17])=[CH:13][CH:12]=2)[CH:4]=1)[CH3:2].[F:20][C:21]1[CH:22]=[C:23]([CH:27]=[C:28]([F:30])[CH:29]=1)[CH2:24][CH2:25][NH-:26]. No catalyst specified. The product is [F:20][C:21]1[CH:22]=[C:23]([CH:27]=[C:28]([F:30])[CH:29]=1)[CH2:24][CH2:25][NH:26][S:16]([C:14]1[S:15][C:11]([C:5]2[CH:4]=[C:3]([CH2:1][CH3:2])[C:8](=[O:9])[NH:7][C:6]=2[CH3:10])=[CH:12][CH:13]=1)(=[O:18])=[O:17]. The yield is 0.150. (2) The reactants are [C:1]1([C:13]([NH:15][CH2:16][CH2:17][CH2:18][CH2:19][CH2:20][CH2:21][C:22]([OH:24])=O)=[O:14])[C:11]2=[C:12]3[C:7](=[CH:8][CH:9]=[CH:10]2)[CH2:6][CH2:5][CH2:4][N:3]3[CH:2]=1.[Cl:25][C:26]1[CH:27]=[C:28]([NH2:34])[C:29]([NH2:33])=[CH:30][C:31]=1[Cl:32]. No catalyst specified. The product is [NH2:34][C:28]1[CH:27]=[C:26]([Cl:25])[C:31]([Cl:32])=[CH:30][C:29]=1[NH:33][C:22](=[O:24])[CH2:21][CH2:20][CH2:19][CH2:18][CH2:17][CH2:16][NH:15][C:13]([C:1]1[C:11]2=[C:12]3[C:7](=[CH:8][CH:9]=[CH:10]2)[CH2:6][CH2:5][CH2:4][N:3]3[CH:2]=1)=[O:14]. The yield is 0.340. (3) The reactants are [F:1][C:2]1[C:3]([NH:18][C@@H:19]2[CH2:24][CH2:23][CH2:22][N:21]([C:25](=[O:28])[CH:26]=[CH2:27])[CH2:20]2)=[N:4][C:5]([NH:8][C:9]2[CH:10]=[C:11]3[C:15](=[CH:16][CH:17]=2)[CH2:14][NH:13][CH2:12]3)=[N:6][CH:7]=1.[O:29]1[CH2:34][CH2:33][CH:32]([CH:35]=O)[CH2:31][CH2:30]1.[BH3-]C#N.[Na+]. The catalyst is CO. The product is [F:1][C:2]1[C:3]([NH:18][C@@H:19]2[CH2:24][CH2:23][CH2:22][N:21]([C:25](=[O:28])[CH:26]=[CH2:27])[CH2:20]2)=[N:4][C:5]([NH:8][C:9]2[CH:10]=[C:11]3[C:15](=[CH:16][CH:17]=2)[CH2:14][N:13]([CH2:35][CH:32]2[CH2:33][CH2:34][O:29][CH2:30][CH2:31]2)[CH2:12]3)=[N:6][CH:7]=1. The yield is 0.276.